This data is from Forward reaction prediction with 1.9M reactions from USPTO patents (1976-2016). The task is: Predict the product of the given reaction. (1) Given the reactants [Br:1][C:2]1[CH:3]=[C:4]([C:9]([F:12])([F:11])[F:10])[C:5]([NH2:8])=[N:6][CH:7]=1.Br[CH2:14][C:15](=O)[C:16]([O:18][CH2:19][CH3:20])=[O:17], predict the reaction product. The product is: [CH2:19]([O:18][C:16]([C:15]1[N:8]=[C:5]2[C:4]([C:9]([F:12])([F:10])[F:11])=[CH:3][C:2]([Br:1])=[CH:7][N:6]2[CH:14]=1)=[O:17])[CH3:20]. (2) The product is: [Br:11][C:4]1[CH:3]=[C:2]([I:1])[CH:10]=[CH:9][C:5]=1[C:6]([O:8][CH2:17][CH3:18])=[O:7]. Given the reactants [I:1][C:2]1[CH:10]=[CH:9][C:5]([C:6]([OH:8])=[O:7])=[C:4]([Br:11])[CH:3]=1.S(=O)(=O)(O)O.[CH2:17](O)[CH3:18], predict the reaction product. (3) Given the reactants [OH:1][C:2]1[CH:11]=[CH:10][C:9]2[C:8]([CH3:13])([CH3:12])[CH2:7][CH2:6][C:5]([CH3:15])([CH3:14])[C:4]=2[CH:3]=1.ClCCl.[Cl-].[Al+3].[Cl-].[Cl-].[C:23](Cl)(=[O:26])[CH2:24][CH3:25], predict the reaction product. The product is: [CH2:24]([C:23]([C:11]1[C:2]([OH:1])=[CH:3][C:4]2[C:5]([CH3:15])([CH3:14])[CH2:6][CH2:7][C:8]([CH3:13])([CH3:12])[C:9]=2[CH:10]=1)=[O:26])[CH3:25]. (4) Given the reactants CS(O[C:6]1[C:18]2[CH2:17][O:16][C:15](=[O:19])[C:14]=2[C:13]([O:20][CH3:21])=[C:12]2[C:7]=1[CH:8]=[C:9]([O:24][CH3:25])[C:10]([O:22][CH3:23])=[CH:11]2)(=O)=O.[O:26]1[C:30]2[CH:31]=[CH:32][C:33]([B-](F)(F)F)=[CH:34][C:29]=2[O:28][CH2:27]1.[K+].C1(P(C2CCCCC2)C2CCCCC2)CCCCC1.C(=O)([O-])[O-].[Cs+].[Cs+].[Cl-].[NH4+], predict the reaction product. The product is: [O:26]1[C:30]2[CH:31]=[CH:32][C:33]([C:6]3[C:18]4[CH2:17][O:16][C:15](=[O:19])[C:14]=4[C:13]([O:20][CH3:21])=[C:12]4[C:7]=3[CH:8]=[C:9]([O:24][CH3:25])[C:10]([O:22][CH3:23])=[CH:11]4)=[CH:34][C:29]=2[O:28][CH2:27]1. (5) Given the reactants Cl.C[O:3][C:4](=[O:50])[C@@H:5]([NH:29][C:30](=[O:49])[C:31]1[CH:36]=[CH:35][C:34]([C:37](=[O:47])[NH:38][CH2:39][C:40]2[CH:45]=[CH:44][CH:43]=[C:42]([OH:46])[CH:41]=2)=[CH:33][C:32]=1[Cl:48])[CH2:6][C:7]1[CH:12]=[CH:11][C:10]([NH:13][C:14](=[O:28])[C:15]2[C:20]([Cl:21])=[CH:19][C:18]([O:22][CH2:23][CH2:24][CH2:25][NH2:26])=[CH:17][C:16]=2[Cl:27])=[CH:9][CH:8]=1.[OH-].[Na+].Cl, predict the reaction product. The product is: [NH2:26][CH2:25][CH2:24][CH2:23][O:22][C:18]1[CH:17]=[C:16]([Cl:27])[C:15]([C:14]([NH:13][C:10]2[CH:11]=[CH:12][C:7]([CH2:6][C@H:5]([NH:29][C:30](=[O:49])[C:31]3[CH:36]=[CH:35][C:34]([C:37](=[O:47])[NH:38][CH2:39][C:40]4[CH:45]=[CH:44][CH:43]=[C:42]([OH:46])[CH:41]=4)=[CH:33][C:32]=3[Cl:48])[C:4]([OH:50])=[O:3])=[CH:8][CH:9]=2)=[O:28])=[C:20]([Cl:21])[CH:19]=1. (6) Given the reactants C(OC([NH:8][C@@H:9]([CH3:16])/[CH:10]=[CH:11]/[C:12]([O:14][CH3:15])=[O:13])=O)(C)(C)C.[ClH:17], predict the reaction product. The product is: [ClH:17].[NH2:8][C@@H:9]([CH3:16])/[CH:10]=[CH:11]/[C:12]([O:14][CH3:15])=[O:13].